Dataset: Reaction yield outcomes from USPTO patents with 853,638 reactions. Task: Predict the reaction yield, written as a fraction of the theoretical maximum amount of product (1.0 means a 100% yield; for example, 0.34 means a 34% yield). (1) The reactants are [Cl:1][C:2]1[CH:3]=[C:4]([CH3:21])[C:5]2[N:6]([C:8]([CH2:17][C:18](O)=[O:19])=[C:9]([C:11]3[CH:16]=[CH:15][CH:14]=[CH:13][CH:12]=3)[N:10]=2)[CH:7]=1.B.Cl. The catalyst is C1COCC1. The product is [Cl:1][C:2]1[CH:3]=[C:4]([CH3:21])[C:5]2[N:6]([C:8]([CH2:17][CH2:18][OH:19])=[C:9]([C:11]3[CH:16]=[CH:15][CH:14]=[CH:13][CH:12]=3)[N:10]=2)[CH:7]=1. The yield is 0.920. (2) The reactants are [F:1][C:2]1[C:3]([NH:12][C:13]2[CH:18]=[CH:17][C:16]([I:19])=[CH:15][C:14]=2[F:20])=[C:4]([CH:8]=[CH:9][C:10]=1[F:11])[C:5]([OH:7])=O.Cl.CN(C)CCCN=C=NCC.[O:33]1[CH2:37][CH2:36][O:35][CH:34]1[CH2:38][CH:39]([C:41]1([OH:45])[CH2:44][NH:43][CH2:42]1)[OH:40].C(OCC)(=O)C. The catalyst is CN(C)C1C=CN=CC=1.CN(C=O)C. The product is [F:1][C:2]1[C:3]([NH:12][C:13]2[CH:18]=[CH:17][C:16]([I:19])=[CH:15][C:14]=2[F:20])=[C:4]([C:5]([N:43]2[CH2:42][C:41]([CH:39]([OH:40])[CH2:38][CH:34]3[O:33][CH2:37][CH2:36][O:35]3)([OH:45])[CH2:44]2)=[O:7])[CH:8]=[CH:9][C:10]=1[F:11]. The yield is 0.360. (3) The reactants are [Br:1][C:2]1[CH:7]=[CH:6][C:5]([CH:8]([CH2:12][CH:13]2[CH2:17][CH2:16][CH2:15][CH2:14]2)[C:9]([OH:11])=O)=[CH:4][CH:3]=1.C(Cl)(=O)C(Cl)=O.[NH2:24][C:25]1[S:26][CH:27]=[CH:28][N:29]=1.C(N(CC)C(C)C)(C)C. The catalyst is C(Cl)Cl.CN(C)C=O. The product is [Br:1][C:2]1[CH:3]=[CH:4][C:5]([CH:8]([CH2:12][CH:13]2[CH2:17][CH2:16][CH2:15][CH2:14]2)[C:9]([NH:24][C:25]2[S:26][CH:27]=[CH:28][N:29]=2)=[O:11])=[CH:6][CH:7]=1. The yield is 0.950. (4) The reactants are [Cl:1][C:2]1[CH:7]=[CH:6][C:5]([C@H:8]2[CH2:13][C@@H:12]([C:14](=[O:21])[CH2:15][C:16](OCC)=[O:17])[CH2:11][CH2:10][N:9]2[C:22]([O:24][CH3:25])=[O:23])=[C:4]([F:26])[CH:3]=1.[OH-].[Na+].[NH2:29]O.Cl. The catalyst is CO. The product is [Cl:1][C:2]1[CH:7]=[CH:6][C:5]([C@H:8]2[CH2:13][C@@H:12]([C:14]3[O:21][NH:29][C:16](=[O:17])[CH:15]=3)[CH2:11][CH2:10][N:9]2[C:22]([O:24][CH3:25])=[O:23])=[C:4]([F:26])[CH:3]=1. The yield is 0.470. (5) The reactants are CC(C)[O-].[Li+].[CH3:6][O:7][C:8]1[CH:13]=[CH:12][C:11]([N:14]([CH2:22][C:23]([O:25][CH:26]([CH3:28])[CH3:27])=[O:24])[CH2:15][C:16]([O:18][CH:19]([CH3:21])[CH3:20])=[O:17])=[CH:10][CH:9]=1.BrCC(OC(C)C)=O.[C:37](OCC)(=[O:43])[C:38](OCC)=[O:39]. No catalyst specified. The product is [OH:39][C:38]1[C:37]([OH:43])=[C:22]([C:23]([O:25][CH:26]([CH3:28])[CH3:27])=[O:24])[N:14]([C:11]2[CH:10]=[CH:9][C:8]([O:7][CH3:6])=[CH:13][CH:12]=2)[C:15]=1[C:16]([O:18][CH:19]([CH3:21])[CH3:20])=[O:17]. The yield is 0.0100.